Dataset: Forward reaction prediction with 1.9M reactions from USPTO patents (1976-2016). Task: Predict the product of the given reaction. (1) The product is: [C:18]1([CH:16]([CH3:17])[CH2:15][C:2]2([C:24]([F:27])([F:26])[F:25])[CH2:3][O:4]2)[CH:23]=[CH:22][CH:21]=[CH:20][CH:19]=1. Given the reactants O[C:2]([C:24]([F:27])([F:26])[F:25])([CH2:15][CH:16]([C:18]1[CH:23]=[CH:22][CH:21]=[CH:20][CH:19]=1)[CH3:17])[CH2:3][O:4]S(C1C=CC(C)=CC=1)(=O)=O.[H-].[Na+], predict the reaction product. (2) Given the reactants [Cl:1][C:2]1[CH:7]=[CH:6][C:5]([N:8]2[CH2:13][CH2:12][N:11]([C:14](=[O:26])[CH2:15][N:16]3[C:20]4=[N:21][CH:22]=[CH:23][CH:24]=[C:19]4[C:18](I)=[N:17]3)[CH2:10][CH2:9]2)=[CH:4][C:3]=1[O:27][CH3:28].[CH3:29][N:30](C=O)C.O, predict the reaction product. The product is: [Cl:1][C:2]1[CH:7]=[CH:6][C:5]([N:8]2[CH2:13][CH2:12][N:11]([C:14](=[O:26])[CH2:15][N:16]3[C:20]4=[N:21][CH:22]=[CH:23][CH:24]=[C:19]4[C:18]([C:29]#[N:30])=[N:17]3)[CH2:10][CH2:9]2)=[CH:4][C:3]=1[O:27][CH3:28].